This data is from Full USPTO retrosynthesis dataset with 1.9M reactions from patents (1976-2016). The task is: Predict the reactants needed to synthesize the given product. (1) Given the product [Si:1]([O:8][CH2:9][CH2:10][CH2:11][N:12]1[C:17](=[O:18])[C:16]2[C:19]([CH:24]([C:26]3[CH:31]=[CH:30][C:29]([Cl:32])=[CH:28][CH:27]=3)[OH:25])=[C:20]([C:39]3[CH:40]=[CH:41][CH:42]=[CH:43][C:38]=3[CH:35]([CH3:37])[CH3:36])[N:21]=[CH:22][C:15]=2[N:14]([CH3:33])[C:13]1=[O:34])([C:4]([CH3:7])([CH3:6])[CH3:5])([CH3:3])[CH3:2], predict the reactants needed to synthesize it. The reactants are: [Si:1]([O:8][CH2:9][CH2:10][CH2:11][N:12]1[C:17](=[O:18])[C:16]2[C:19]([CH:24]([C:26]3[CH:31]=[CH:30][C:29]([Cl:32])=[CH:28][CH:27]=3)[OH:25])=[C:20](Cl)[N:21]=[CH:22][C:15]=2[N:14]([CH3:33])[C:13]1=[O:34])([C:4]([CH3:7])([CH3:6])[CH3:5])([CH3:3])[CH3:2].[CH:35]([C:38]1[CH:43]=[CH:42][CH:41]=[CH:40][C:39]=1B(O)O)([CH3:37])[CH3:36].C([O-])(O)=O.[Na+].[O-]P([O-])([O-])=O.[K+].[K+].[K+]. (2) Given the product [CH3:7][CH:5]([CH3:6])[CH:4]([N:8]([CH3:26])[C:9](=[O:10])[CH:11]([NH:16][C:17]([CH:19]1[CH2:24][CH2:23][CH2:22][CH2:21][N:20]1[CH3:25])=[O:18])[CH:12]([CH3:15])[CH2:13][CH3:14])[CH2:3][CH:2]([O:1][C:36](=[O:38])[CH3:37])[C:27]1[S:28][CH:29]=[C:30]([C:32](=[O:35])[NH:33][CH3:34])[N:31]=1, predict the reactants needed to synthesize it. The reactants are: [OH:1][CH:2]([C:27]1[S:28][CH:29]=[C:30]([C:32](=[O:35])[NH:33][CH3:34])[N:31]=1)[CH2:3][CH:4]([N:8]([CH3:26])[C:9]([CH:11]([NH:16][C:17]([CH:19]1[CH2:24][CH2:23][CH2:22][CH2:21][N:20]1[CH3:25])=[O:18])[CH:12]([CH3:15])[CH2:13][CH3:14])=[O:10])[CH:5]([CH3:7])[CH3:6].[C:36](OC(=O)C)(=[O:38])[CH3:37].